From a dataset of Catalyst prediction with 721,799 reactions and 888 catalyst types from USPTO. Predict which catalyst facilitates the given reaction. (1) Reactant: Cl.Cl.[O:3]1[CH2:8][CH2:7][CH:6]([CH2:9][C@H:10]2[CH2:15][NH:14][CH2:13][CH2:12][NH:11]2)[CH2:5][CH2:4]1.C(N(CC)CC)C.[CH3:23][C:24]([O:27][C:28](O[C:28]([O:27][C:24]([CH3:26])([CH3:25])[CH3:23])=[O:29])=[O:29])([CH3:26])[CH3:25]. Product: [O:3]1[CH2:4][CH2:5][CH:6]([CH2:9][C@@H:10]2[NH:11][CH2:12][CH2:13][N:14]([C:28]([O:27][C:24]([CH3:26])([CH3:25])[CH3:23])=[O:29])[CH2:15]2)[CH2:7][CH2:8]1. The catalyst class is: 2. (2) The catalyst class is: 3. Reactant: [Si]([O:8][C@H:9]([C:23]1[CH:32]=[CH:31][C:30]([OH:33])=[C:29]2[C:24]=1[CH:25]=[CH:26][C:27](=[O:34])[NH:28]2)[CH2:10][NH:11][CH:12]1[CH2:17][CH2:16][N:15]([CH2:18][CH2:19][C:20](O)=[O:21])[CH2:14][CH2:13]1)(C(C)(C)C)(C)C.CN(C(ON1N=NC2C=CC=NC1=2)=[N+](C)C)C.F[P-](F)(F)(F)(F)F.C(N(CC)CC)C.[C:66]1([C:74]2[CH:79]=[CH:78][CH:77]=[CH:76][CH:75]=2)[CH:71]=[CH:70][CH:69]=[C:68]([CH2:72][NH2:73])[CH:67]=1. Product: [C:66]1([C:74]2[CH:79]=[CH:78][CH:77]=[CH:76][CH:75]=2)[CH:71]=[CH:70][CH:69]=[C:68]([CH2:72][NH:73][C:20](=[O:21])[CH2:19][CH2:18][N:15]2[CH2:16][CH2:17][CH:12]([NH:11][CH2:10][C@H:9]([OH:8])[C:23]3[CH:32]=[CH:31][C:30]([OH:33])=[C:29]4[C:24]=3[CH:25]=[CH:26][C:27](=[O:34])[NH:28]4)[CH2:13][CH2:14]2)[CH:67]=1. (3) Reactant: [Br:1][C:2]1[C:3]([CH3:13])=[N:4][C:5]([C:8]2[NH:12][CH:11]=[N:10][N:9]=2)=[CH:6][CH:7]=1.[O:14]1[CH:19]=[CH:18][CH2:17][CH2:16][CH2:15]1.CS(O)(=O)=O.C(N(CC)CC)C. Product: [Br:1][C:2]1[C:3]([CH3:13])=[N:4][C:5]([C:8]2[N:12]=[CH:11][N:10]([CH:15]3[CH2:16][CH2:17][CH2:18][CH2:19][O:14]3)[N:9]=2)=[CH:6][CH:7]=1. The catalyst class is: 7. (4) Reactant: [CH3:1][N:2]([CH3:12])[C:3]1[CH:8]=[CH:7][CH:6]=[C:5]([N+:9]([O-])=O)[CH:4]=1.[Sn](Cl)Cl. Product: [CH3:1][N:2]([CH3:12])[C:3]1[CH:8]=[CH:7][CH:6]=[C:5]([NH2:9])[CH:4]=1. The catalyst class is: 8. (5) The catalyst class is: 28. Product: [CH2:35]([N:9]1[C:8]2[C:6](=[O:7])[N:5]([CH3:38])[CH:4]=[CH:3][C:12]=2[C:11]([C:13]([C:19]2[CH:20]=[C:21]3[C:25](=[CH:26][CH:27]=2)[N:24]([C:28]2[CH:33]=[CH:32][C:31]([F:34])=[CH:30][CH:29]=2)[N:23]=[CH:22]3)([OH:18])[C:14]([F:15])([F:16])[F:17])=[CH:10]1)[CH:36]=[CH2:37]. Reactant: CO[CH:3](OC)[CH2:4][N:5]([CH3:38])[C:6]([C:8]1[N:9]([CH2:35][CH:36]=[CH2:37])[CH:10]=[C:11]([C:13]([C:19]2[CH:20]=[C:21]3[C:25](=[CH:26][CH:27]=2)[N:24]([C:28]2[CH:33]=[CH:32][C:31]([F:34])=[CH:30][CH:29]=2)[N:23]=[CH:22]3)([OH:18])[C:14]([F:17])([F:16])[F:15])[CH:12]=1)=[O:7].OS(O)(=O)=O. (6) Reactant: Cl[C:2]1[N:7]=[CH:6][N:5]([CH2:8][C:9]2[CH:14]=[CH:13][C:12]([Cl:15])=[CH:11][CH:10]=2)[C:4](=[O:16])[N:3]=1.[F:17][C:18]1[CH:23]=[CH:22][C:21]([N:24]2[CH2:28][CH2:27][CH:26]([OH:29])[CH2:25]2)=[CH:20][CH:19]=1. Product: [Cl:15][C:12]1[CH:13]=[CH:14][C:9]([CH2:8][N:5]2[CH:6]=[N:7][C:2]([O:29][CH:26]3[CH2:27][CH2:28][N:24]([C:21]4[CH:22]=[CH:23][C:18]([F:17])=[CH:19][CH:20]=4)[CH2:25]3)=[N:3][C:4]2=[O:16])=[CH:10][CH:11]=1. The catalyst class is: 22. (7) The catalyst class is: 2. Product: [Br:59][CH2:24][CH2:23][CH2:22][O:21][C:17]1[CH:16]=[C:15]([C:12]2[CH:11]=[C:10]([C:26]([NH:28][CH2:29][C:30]3[C:31](=[O:38])[NH:32][C:33]([CH3:37])=[CH:34][C:35]=3[CH3:36])=[O:27])[C:9]3[CH:8]=[N:7][N:6]([CH:1]4[CH2:5][CH2:4][CH2:3][CH2:2]4)[C:14]=3[CH:13]=2)[CH:20]=[CH:19][CH:18]=1. Reactant: [CH:1]1([N:6]2[C:14]3[CH:13]=[C:12]([C:15]4[CH:20]=[CH:19][CH:18]=[C:17]([O:21][CH2:22][CH2:23][CH2:24]O)[CH:16]=4)[CH:11]=[C:10]([C:26]([NH:28][CH2:29][C:30]4[C:31](=[O:38])[NH:32][C:33]([CH3:37])=[CH:34][C:35]=4[CH3:36])=[O:27])[C:9]=3[CH:8]=[N:7]2)[CH2:5][CH2:4][CH2:3][CH2:2]1.C1(P(C2C=CC=CC=2)C2C=CC=CC=2)C=CC=CC=1.C(Br)(Br)(Br)[Br:59].O. (8) Reactant: [N:1]([C@H:4]1[CH2:8][N:7]([C:9]([O:11][C:12]([CH3:15])([CH3:14])[CH3:13])=[O:10])[C@@H:6]([CH2:16][O:17][CH2:18][CH3:19])[CH2:5]1)=[N+]=[N-]. Product: [NH2:1][C@H:4]1[CH2:8][N:7]([C:9]([O:11][C:12]([CH3:13])([CH3:14])[CH3:15])=[O:10])[C@@H:6]([CH2:16][O:17][CH2:18][CH3:19])[CH2:5]1. The catalyst class is: 19. (9) Reactant: N([O-])=O.[Na+].[F:5][C:6]1[CH:7]=[N:8][CH:9]=[CH:10][C:11]=1[C:12]1[N:13]=[CH:14][C:15](N)=[N:16][C:17]=1[C:18]1[CH:19]=[N:20][CH:21]=[CH:22][CH:23]=1.S(=O)(=O)(O)[OH:26].[OH-].[Na+]. The catalyst class is: 6. Product: [F:5][C:6]1[CH:7]=[N:8][CH:9]=[CH:10][C:11]=1[C:12]1[N:13]=[CH:14][C:15](=[O:26])[NH:16][C:17]=1[C:18]1[CH:19]=[N:20][CH:21]=[CH:22][CH:23]=1.